Dataset: Reaction yield outcomes from USPTO patents with 853,638 reactions. Task: Predict the reaction yield, written as a fraction of the theoretical maximum amount of product (1.0 means a 100% yield; for example, 0.34 means a 34% yield). (1) The reactants are [OH:1][C:2]1[CH:11]=[C:10]2[C:5]([CH2:6][CH2:7][CH:8]([C:12]([O:14][CH2:15][CH3:16])=[O:13])[O:9]2)=[CH:4][CH:3]=1.[C:17]1([O:23][C:24]2[CH:29]=[CH:28][C:27]([O:30][CH2:31][CH2:32][CH2:33]Br)=[C:26]([CH2:35][CH2:36][CH3:37])[CH:25]=2)[CH:22]=[CH:21][CH:20]=[CH:19][CH:18]=1.C(=O)([O-])[O-].[Cs+].[Cs+].CN(CC1C=C(CN(C)C)C(O)=C(CN(C)C)C=1)C. No catalyst specified. The product is [CH2:35]([C:26]1[CH:25]=[C:24]([O:23][C:17]2[CH:18]=[CH:19][CH:20]=[CH:21][CH:22]=2)[CH:29]=[CH:28][C:27]=1[O:30][CH2:31][CH2:32][CH2:33][O:1][C:2]1[CH:11]=[C:10]2[C:5]([CH2:6][CH2:7][CH:8]([C:12]([O:14][CH2:15][CH3:16])=[O:13])[O:9]2)=[CH:4][CH:3]=1)[CH2:36][CH3:37]. The yield is 0.760. (2) The reactants are C[O:2][C:3]1[CH:4]=[C:5]([NH:11][C:12]([C:14]2[C@:23]3([CH3:24])[C@H:18]([C:19]([CH3:26])([CH3:25])[CH2:20][CH2:21][CH2:22]3)[CH2:17][CH2:16][C:15]=2[CH3:27])=[O:13])[CH:6]=[C:7]([O:9][CH3:10])[CH:8]=1.B(Br)(Br)Br.CO. The catalyst is C(Cl)Cl. The product is [OH:2][C:3]1[CH:4]=[C:5]([NH:11][C:12]([C:14]2[C@:23]3([CH3:24])[C@H:18]([C:19]([CH3:26])([CH3:25])[CH2:20][CH2:21][CH2:22]3)[CH2:17][CH2:16][C:15]=2[CH3:27])=[O:13])[CH:6]=[C:7]([O:9][CH3:10])[CH:8]=1.[OH:9][C:7]1[CH:6]=[C:5]([NH:11][C:12]([C:14]2[C@:23]3([CH3:24])[C@H:18]([C:19]([CH3:26])([CH3:25])[CH2:20][CH2:21][CH2:22]3)[CH2:17][CH2:16][C:15]=2[CH3:27])=[O:13])[CH:4]=[C:3]([OH:2])[CH:8]=1. The yield is 0.300. (3) The reactants are [C:1]1([C:7]2[N:8]=[C:9]([C:12]3([CH2:18][NH2:19])[CH2:17][CH2:16][O:15][CH2:14][CH2:13]3)[S:10][CH:11]=2)[CH:6]=[CH:5][CH:4]=[CH:3][CH:2]=1.[CH2:20]([C:22]1[CH:23]=[C:24]([CH:28]=[C:29]([C:31]2[N:35]=[C:34]([C:36]([F:39])([F:38])[F:37])[O:33][N:32]=2)[CH:30]=1)[C:25](O)=[O:26])[CH3:21]. No catalyst specified. The product is [CH2:20]([C:22]1[CH:23]=[C:24]([CH:28]=[C:29]([C:31]2[N:35]=[C:34]([C:36]([F:39])([F:38])[F:37])[O:33][N:32]=2)[CH:30]=1)[C:25]([NH:19][CH2:18][C:12]1([C:9]2[S:10][CH:11]=[C:7]([C:1]3[CH:2]=[CH:3][CH:4]=[CH:5][CH:6]=3)[N:8]=2)[CH2:13][CH2:14][O:15][CH2:16][CH2:17]1)=[O:26])[CH3:21]. The yield is 0.450. (4) The reactants are [C:1]([C:4]1[S:8][C:7]([N:9]2[CH2:13][CH2:12][N:11]([CH2:14][CH:15]3[CH2:17][CH2:16]3)[C:10]2=[O:18])=[N:6][C:5]=1[CH3:19])(=O)[CH3:2].CO[C:22](OC)([N:24](C)C)[CH3:23].O.[NH2:30]N. The catalyst is CN(C)C(=O)C. The product is [CH:15]1([CH2:14][N:11]2[CH2:12][CH2:13][N:9]([C:7]3[S:8][C:4]([C:1]4[CH:2]=[C:22]([CH3:23])[NH:24][N:30]=4)=[C:5]([CH3:19])[N:6]=3)[C:10]2=[O:18])[CH2:17][CH2:16]1. The yield is 0.710. (5) The reactants are [NH2:1][C:2]1[C:7](=[O:8])[N:6]([CH3:9])[CH:5]=[C:4]([C:10]2[CH:11]=[CH:12][C:13]([O:21][CH3:22])=[C:14]([NH:16][S:17]([CH3:20])(=[O:19])=[O:18])[CH:15]=2)[CH:3]=1.[CH:23]1([CH:26]=O)[CH2:25][CH2:24]1.[BH3-]C#N.[Na+]. The catalyst is CO.CC(O)=O. The product is [CH:23]1([CH2:26][NH:1][C:2]2[C:7](=[O:8])[N:6]([CH3:9])[CH:5]=[C:4]([C:10]3[CH:11]=[CH:12][C:13]([O:21][CH3:22])=[C:14]([NH:16][S:17]([CH3:20])(=[O:19])=[O:18])[CH:15]=3)[CH:3]=2)[CH2:25][CH2:24]1. The yield is 0.132. (6) The reactants are [NH2:1][C:2]1[C:7]2[C:8]([C:11]3[CH:12]=[C:13]4[C:17](=[CH:18][CH:19]=3)[N:16]([C:20](=[O:30])[CH2:21][C:22]3[CH:27]=[C:26]([F:28])[CH:25]=[CH:24][C:23]=3[F:29])[CH2:15][CH2:14]4)=[CH:9][O:10][C:6]=2[C:5]([CH2:31][CH2:32][NH:33]C(=O)OCC2C=CC=CC=2)=[CH:4][N:3]=1.CC1C=C2N=C3C(=NC(NC3=O)=O)N(C[C@H](O)[C@H](O)[C@H](O)CO)C2=CC=1C.O1CCCC1. The catalyst is C(O)C.[Pd].O.CN(C)C=O. The product is [NH2:33][CH2:32][CH2:31][C:5]1[C:6]2[O:10][CH:9]=[C:8]([C:11]3[CH:12]=[C:13]4[C:17](=[CH:18][CH:19]=3)[N:16]([C:20](=[O:30])[CH2:21][C:22]3[CH:27]=[C:26]([F:28])[CH:25]=[CH:24][C:23]=3[F:29])[CH2:15][CH2:14]4)[C:7]=2[C:2]([NH2:1])=[N:3][CH:4]=1. The yield is 0.244.